This data is from Full USPTO retrosynthesis dataset with 1.9M reactions from patents (1976-2016). The task is: Predict the reactants needed to synthesize the given product. (1) Given the product [Cl:17][C:14]1[C:13]([NH:18][S:19]([N:22]([CH3:24])[CH3:23])(=[O:21])=[O:20])=[CH:12][C:11]([C:8]2[N:6]3[CH:7]=[C:2]([C:30]4[CH:29]=[CH:28][N:27]=[CH:26][CH:31]=4)[CH:3]=[CH:4][C:5]3=[N:10][CH:9]=2)=[CH:16][N:15]=1, predict the reactants needed to synthesize it. The reactants are: Br[C:2]1[CH:3]=[CH:4][C:5]2[N:6]([C:8]([C:11]3[CH:12]=[C:13]([NH:18][S:19]([N:22]([CH3:24])[CH3:23])(=[O:21])=[O:20])[C:14]([Cl:17])=[N:15][CH:16]=3)=[CH:9][N:10]=2)[CH:7]=1.Cl[C:26]1[C:31](NS(N(C)C)(=O)=O)=[CH:30][C:29](B2OC(C)(C)C(C)(C)O2)=[CH:28][N:27]=1.BrC1C=CC2N(C(I)=CN=2)C=1.C(=O)([O-])[O-].[Na+].[Na+]. (2) Given the product [CH2:1]([C:2]1([CH2:9][S:10]([Cl:13])(=[O:12])=[O:11])[C:6](=[O:7])[NH:5][C:4](=[O:8])[NH:3]1)[CH3:14], predict the reactants needed to synthesize it. The reactants are: [CH3:1][C:2]1([CH2:9][S:10]([Cl:13])(=[O:12])=[O:11])[C:6](=[O:7])[NH:5][C:4](=[O:8])[NH:3]1.[CH2:14](CC(=S)C)C1C=CC=CC=1.C(SCC(=O)CC)C1C=CC=CC=1. (3) Given the product [Br:12][CH2:1][C:2]1[CH:7]=[N:6][C:5]([C:8]([F:11])([F:9])[F:10])=[CH:4][N:3]=1, predict the reactants needed to synthesize it. The reactants are: [CH3:1][C:2]1[CH:7]=[N:6][C:5]([C:8]([F:11])([F:10])[F:9])=[CH:4][N:3]=1.[Br:12]N1C(=O)CCC1=O.N(C(C)(C)C#N)=NC(C)(C)C#N. (4) Given the product [Cl:30][C:27]1[CH:28]=[CH:29][C:24]([CH2:23][C:22]2[N:19]=[C:17]([NH:16][C:13]3[N:12]=[CH:11][C:10]([S:7]([NH:6][C:2]4[S:1][CH:5]=[CH:4][N:3]=4)(=[O:8])=[O:9])=[CH:15][CH:14]=3)[S:18][CH:21]=2)=[CH:25][CH:26]=1, predict the reactants needed to synthesize it. The reactants are: [S:1]1[CH:5]=[CH:4][N:3]=[C:2]1[NH:6][S:7]([C:10]1[CH:11]=[N:12][C:13]([NH:16][C:17]([NH2:19])=[S:18])=[CH:14][CH:15]=1)(=[O:9])=[O:8].Br[CH2:21][C:22](=O)[CH2:23][C:24]1[CH:29]=[CH:28][C:27]([Cl:30])=[CH:26][CH:25]=1. (5) Given the product [CH:1]1([CH2:7][CH2:8][CH2:9][CH2:10][C:11]2[NH:21][C:14]3[CH:19]=[CH:18][CH:17]=[CH:16][C:15]=3[N:20]=2)[CH2:6][CH2:5][CH2:4][CH2:3][CH2:2]1, predict the reactants needed to synthesize it. The reactants are: [CH:1]1([CH2:7][CH2:8][CH2:9][CH2:10][C:11](O)=O)[CH2:6][CH2:5][CH2:4][CH2:3][CH2:2]1.[C:14]1([NH2:21])[CH:19]=[CH:18][CH:17]=[CH:16][C:15]=1[NH2:20].N.